The task is: Predict the reactants needed to synthesize the given product.. This data is from Full USPTO retrosynthesis dataset with 1.9M reactions from patents (1976-2016). Given the product [CH:1]1([O:7][NH:8][S:29]([C:26]2[CH:25]=[CH:24][C:23]([O:22][CH3:21])=[CH:28][CH:27]=2)(=[O:31])=[O:30])[CH2:2][CH2:3][CH2:4][CH2:5][CH2:6]1, predict the reactants needed to synthesize it. The reactants are: [CH:1]1([O:7][N:8]2C(=O)C3C(=CC=CC=3)C2=O)[CH2:6][CH2:5][CH2:4][CH2:3][CH2:2]1.NN.[CH3:21][O:22][C:23]1[CH:28]=[CH:27][C:26]([S:29](Cl)(=[O:31])=[O:30])=[CH:25][CH:24]=1.C(N(C(C)C)CC)(C)C.